From a dataset of CYP2D6 inhibition data for predicting drug metabolism from PubChem BioAssay. Regression/Classification. Given a drug SMILES string, predict its absorption, distribution, metabolism, or excretion properties. Task type varies by dataset: regression for continuous measurements (e.g., permeability, clearance, half-life) or binary classification for categorical outcomes (e.g., BBB penetration, CYP inhibition). Dataset: cyp2d6_veith. (1) The drug is CN(Cc1ccco1)c1nc(-c2ccccc2Cl)nc2ccccc12. The result is 1 (inhibitor). (2) The molecule is CCCOc1ccc(C(=O)NC(=S)Nc2nc3ccc(C)cc3s2)cc1. The result is 0 (non-inhibitor). (3) The result is 1 (inhibitor). The drug is CCN(CC)S(=O)(=O)c1ccc2c3c(cccc13)C(=O)S2. (4) The drug is O=c1cc(N2CCN(c3cccc(Cl)c3)CC2)[nH]c(=O)n1C1CCCCC1. The result is 0 (non-inhibitor).